This data is from Catalyst prediction with 721,799 reactions and 888 catalyst types from USPTO. The task is: Predict which catalyst facilitates the given reaction. (1) Reactant: O1CCC[CH2:2]1.[Cl:6][C:7]1[CH:16]=[C:15]2[C:10]([CH2:11][CH:12]([CH3:31])[C:13](=[O:30])[N:14]2[CH:17]2[CH2:22][CH2:21][N:20]([C:23]([O:25][C:26]([CH3:29])([CH3:28])[CH3:27])=[O:24])[CH2:19][CH2:18]2)=[N:9][CH:8]=1.C[Si](C)(C)[N-][Si](C)(C)C.[Li+].CI. Product: [Cl:6][C:7]1[CH:16]=[C:15]2[C:10]([CH2:11][C:12]([CH3:2])([CH3:31])[C:13](=[O:30])[N:14]2[CH:17]2[CH2:22][CH2:21][N:20]([C:23]([O:25][C:26]([CH3:27])([CH3:29])[CH3:28])=[O:24])[CH2:19][CH2:18]2)=[N:9][CH:8]=1. The catalyst class is: 69. (2) Reactant: C(O[CH:5](OC(=O)C)[C:6](=[O:24])[N:7]([CH2:19][CH2:20][N:21]([CH3:23])[CH3:22])[CH2:8][C:9]1[CH:14]=[CH:13][CH:12]=[CH:11][C:10]=1[C:15]([F:18])([F:17])[F:16])(=O)C.C(O)(=O)C.[CH2:33]([N:36]1[CH2:45][CH2:44][C:43]2[C:38](=[CH:39][CH:40]=[CH:41][C:42]=2[NH2:46])[CH2:37]1)[CH2:34][CH3:35].[BH3-]C#N.[Na+]. Product: [CH3:23][N:21]([CH3:22])[CH2:20][CH2:19][N:7]([CH2:8][C:9]1[CH:14]=[CH:13][CH:12]=[CH:11][C:10]=1[C:15]([F:16])([F:17])[F:18])[C:6](=[O:24])[CH2:5][NH:46][C:42]1[CH:41]=[CH:40][CH:39]=[C:38]2[C:43]=1[CH2:44][CH2:45][N:36]([CH2:33][CH2:34][CH3:35])[CH2:37]2. The catalyst class is: 5. (3) Reactant: Cl.[NH2:2][C:3]1[CH:8]=[CH:7][C:6]([N:9]2[CH2:13][CH2:12][C@@H:11]([NH:14][C:15](=[O:17])[CH3:16])[CH2:10]2)=[CH:5][CH:4]=1.[C:18]([O:22][C:23](=[O:39])[NH:24]/[C:25](/N1C=CC=N1)=[N:26]/[C:27](=[O:33])[O:28][C:29]([CH3:32])([CH3:31])[CH3:30])([CH3:21])([CH3:20])[CH3:19].C(N(CC)CC)C. Product: [C:29]([O:28][C:27](=[O:33])[NH:26]/[C:25](/[NH:2][C:3]1[CH:4]=[CH:5][C:6]([N:9]2[CH2:13][CH2:12][C@@H:11]([NH:14][C:15](=[O:17])[CH3:16])[CH2:10]2)=[CH:7][CH:8]=1)=[N:24]/[C:23](=[O:39])[O:22][C:18]([CH3:21])([CH3:20])[CH3:19])([CH3:32])([CH3:30])[CH3:31]. The catalyst class is: 2. (4) Reactant: [CH3:1][C:2]1[NH:3][C:4]2[C:10]([CH3:11])=[C:9]([N+:12]([O-])=O)[CH:8]=[CH:7][C:5]=2[N:6]=1. Product: [NH2:12][C:9]1[CH:8]=[CH:7][C:5]2[N:6]=[C:2]([CH3:1])[NH:3][C:4]=2[C:10]=1[CH3:11]. The catalyst class is: 19. (5) Reactant: [NH2:1][C:2]1[CH:11]=[CH:10][C:5]([C:6]([O:8][CH3:9])=[O:7])=[CH:4][C:3]=1[NH:12][CH2:13][CH2:14][CH2:15][CH3:16].C(=O)(O)[O-].[Na+].[CH3:22][C:23](CC(C)C)=[O:24].O.ClCC(Cl)=O. Product: [CH2:13]([N:12]1[C:3]2[C:2](=[CH:11][CH:10]=[C:5]([C:6]([O:8][CH3:9])=[O:7])[CH:4]=2)[NH:1][CH2:22][C:23]1=[O:24])[CH2:14][CH2:15][CH3:16]. The catalyst class is: 22. (6) The catalyst class is: 2. Product: [Cl:1][C:2]1[CH:21]=[CH:20][C:5]([O:6][C:7]2[CH:8]=[C:9]([S:13]([CH2:16][CH2:17][CH2:18][NH:19][S:45]([CH3:44])(=[O:47])=[O:46])(=[O:15])=[O:14])[CH:10]=[CH:11][CH:12]=2)=[CH:4][C:3]=1[C:22]1[C:31]2[C:26](=[C:27]([C:32]([F:35])([F:34])[F:33])[CH:28]=[CH:29][CH:30]=2)[N:25]=[C:24]([CH3:36])[N:23]=1. Reactant: [Cl:1][C:2]1[CH:21]=[CH:20][C:5]([O:6][C:7]2[CH:8]=[C:9]([S:13]([CH2:16][CH2:17][CH2:18][NH2:19])(=[O:15])=[O:14])[CH:10]=[CH:11][CH:12]=2)=[CH:4][C:3]=1[C:22]1[C:31]2[C:26](=[C:27]([C:32]([F:35])([F:34])[F:33])[CH:28]=[CH:29][CH:30]=2)[N:25]=[C:24]([CH3:36])[N:23]=1.C(N(CC)CC)C.[CH3:44][S:45](Cl)(=[O:47])=[O:46]. (7) Reactant: Cl.[C:2]([O:6][C:7](=[O:14])[CH:8]([NH2:13])[CH2:9][CH:10]([CH3:12])[CH3:11])([CH3:5])([CH3:4])[CH3:3].[S:15]1[CH:19]=[CH:18][N:17]=[C:16]1[CH:20]=O.C(N(CC)CC)C. Product: [S:15]1[CH:19]=[CH:18][N:17]=[C:16]1[CH:20]=[N:13][CH:8]([CH2:9][CH:10]([CH3:11])[CH3:12])[C:7]([O:6][C:2]([CH3:3])([CH3:5])[CH3:4])=[O:14]. The catalyst class is: 4. (8) Reactant: [N:1]1[CH:6]=[CH:5][CH:4]=[N:3][C:2]=1[CH:7](C(OCC)=O)[C:8]([O:10][CH2:11][CH3:12])=[O:9].CS(C)=O.[Cl-].[Na+]. Product: [N:1]1[CH:6]=[CH:5][CH:4]=[N:3][C:2]=1[CH2:7][C:8]([O:10][CH2:11][CH3:12])=[O:9]. The catalyst class is: 6. (9) Reactant: [CH3:1][N:2]1[C:10]2[C:5](=[CH:6][CH:7]=[CH:8][CH:9]=2)[CH:4]=[C:3]1[C:11]([OH:13])=O.[NH2:14][C@H:15]([C:23]([NH:25][C@H:26](C=O)[CH2:27][C:28](=[N:34][NH:35][C:36]([NH2:38])=[O:37])[O:29][C:30]([CH3:33])([CH3:32])[CH3:31])=[O:24])[CH2:16][C:17]1[CH:22]=[CH:21][CH:20]=[CH:19][CH:18]=1.CCN=C=NCCCN(C)C.CC[O:54]CC. Product: [CH3:1][N:2]1[C:10]2[C:5](=[CH:6][CH:7]=[CH:8][CH:9]=2)[CH:4]=[C:3]1[C:11]([NH:14][C@H:15]([C:23]([NH:25][C@@H:26]([OH:54])[CH2:27][C:28](=[N:34][NH:35][C:36]([NH2:38])=[O:37])[O:29][C:30]([CH3:33])([CH3:32])[CH3:31])=[O:24])[CH2:16][C:17]1[CH:22]=[CH:21][CH:20]=[CH:19][CH:18]=1)=[O:13]. The catalyst class is: 64. (10) Reactant: [CH2:1]([O:5][CH2:6][CH2:7][O:8][C:9]1[CH:14]=[CH:13][C:12]([C:15]2[CH:20]=[CH:19][C:18]([N:21]3[CH2:25][CH2:24][CH2:23][CH2:22]3)=[C:17](/[CH:26]=[CH:27]/[C:28]([O:30]CC)=[O:29])[CH:16]=2)=[CH:11][CH:10]=1)[CH2:2][CH2:3][CH3:4].[OH-].[Na+].Cl. Product: [CH2:1]([O:5][CH2:6][CH2:7][O:8][C:9]1[CH:10]=[CH:11][C:12]([C:15]2[CH:20]=[CH:19][C:18]([N:21]3[CH2:25][CH2:24][CH2:23][CH2:22]3)=[C:17](/[CH:26]=[CH:27]/[C:28]([OH:30])=[O:29])[CH:16]=2)=[CH:13][CH:14]=1)[CH2:2][CH2:3][CH3:4]. The catalyst class is: 219.